Dataset: Reaction yield outcomes from USPTO patents with 853,638 reactions. Task: Predict the reaction yield, written as a fraction of the theoretical maximum amount of product (1.0 means a 100% yield; for example, 0.34 means a 34% yield). The reactants are [NH:1]1[C:5]2[CH:6]=[CH:7][CH:8]=[CH:9][C:4]=2[N:3]=[C:2]1[CH2:10][N:11]([CH:28]1[C:37]2[N:36]=[CH:35][CH:34]=[CH:33][C:32]=2[CH2:31][CH2:30][CH2:29]1)[CH2:12][CH2:13]CNC(C1C2C(=CC=CC=2)N=NC=1)=O.[C:38]([OH:41])(=O)[CH3:39].[BrH:42]. No catalyst specified. The product is [BrH:42].[NH:1]1[C:5]2[CH:6]=[CH:7][CH:8]=[CH:9][C:4]=2[N:3]=[C:2]1[CH2:10][N:11]([CH:28]1[C:37]2[N:36]=[CH:35][CH:34]=[CH:33][C:32]=2[CH2:31][CH2:30][CH2:29]1)[CH2:12][CH2:13][CH2:13][CH2:12][NH:11][C:38](=[O:41])[C:39]1[CH:9]=[C:4]([Br:42])[CH:5]=[N:1][CH:2]=1. The yield is 0.780.